Dataset: Peptide-MHC class II binding affinity with 134,281 pairs from IEDB. Task: Regression. Given a peptide amino acid sequence and an MHC pseudo amino acid sequence, predict their binding affinity value. This is MHC class II binding data. (1) The peptide sequence is EKKYFAETQFEPLAA. The MHC is DRB1_1602 with pseudo-sequence DRB1_1602. The binding affinity (normalized) is 0.469. (2) The peptide sequence is DNITTQSDCNMTNEITDM. The MHC is DRB1_0101 with pseudo-sequence DRB1_0101. The binding affinity (normalized) is 0. (3) The peptide sequence is VKEEGKEELQEIPTM. The MHC is DRB1_0801 with pseudo-sequence DRB1_0801. The binding affinity (normalized) is 0.159.